From a dataset of Catalyst prediction with 721,799 reactions and 888 catalyst types from USPTO. Predict which catalyst facilitates the given reaction. The catalyst class is: 26. Reactant: [NH2:1][C:2]1[C:7]([C:8]([C:10]2[S:11][CH:12]=[CH:13][CH:14]=2)=O)=[CH:6][CH:5]=[CH:4][N:3]=1.C(OC([NH:22][CH:23]([C:38]1[S:39][C:40]([Cl:43])=[CH:41][CH:42]=1)[C:24](OC1C(F)=C(F)C(F)=C(F)C=1F)=[O:25])=O)(C)(C)C. Product: [Cl:43][C:40]1[S:39][C:38]([CH:23]2[C:24](=[O:25])[NH:1][C:2]3[N:3]=[CH:4][CH:5]=[CH:6][C:7]=3[C:8]([C:10]3[S:11][CH:12]=[CH:13][CH:14]=3)=[N:22]2)=[CH:42][CH:41]=1.